Dataset: Forward reaction prediction with 1.9M reactions from USPTO patents (1976-2016). Task: Predict the product of the given reaction. (1) Given the reactants [CH3:1][N:2]1[C:7]2=[CH:8][NH:9][C:10]([C:11]3[CH:15]=[CH:14][N:13]([CH3:16])[N:12]=3)=[C:6]2[C:5](=[O:17])[N:4]([CH3:18])[C:3]1=[O:19].Br[CH2:21][CH2:22][CH2:23][C:24]([N:26]([O:28][CH3:29])[CH3:27])=[O:25].C(=O)([O-])[O-].[Cs+].[Cs+].O, predict the reaction product. The product is: [CH3:1][N:2]1[C:7]2=[CH:8][N:9]([CH2:21][CH2:22][CH2:23][C:24]([N:26]([O:28][CH3:29])[CH3:27])=[O:25])[C:10]([C:11]3[CH:15]=[CH:14][N:13]([CH3:16])[N:12]=3)=[C:6]2[C:5](=[O:17])[N:4]([CH3:18])[C:3]1=[O:19]. (2) Given the reactants [C:1]1([C:7]2[NH:8][C:9]3[CH:10]=[CH:11][CH:12]=[C:13]4[C:19](=O)[NH:18][CH2:17][CH2:16][C:15]=2[C:14]=34)[CH:6]=[CH:5][CH:4]=[CH:3][CH:2]=1.COC1C=CC(P2(SP(C3C=CC(OC)=CC=3)(=S)S2)=[S:30])=CC=1, predict the reaction product. The product is: [C:1]1([C:7]2[NH:8][C:9]3[CH:10]=[CH:11][CH:12]=[C:13]4[C:19](=[S:30])[NH:18][CH2:17][CH2:16][C:15]=2[C:14]=34)[CH:6]=[CH:5][CH:4]=[CH:3][CH:2]=1. (3) Given the reactants O[CH2:2][C:3]1[N:7]([C:8]2[CH:9]=[C:10]([CH:14]=[C:15]([C:17]([F:20])([F:19])[F:18])[CH:16]=2)[C:11]([NH2:13])=[O:12])[N:6]=[N:5][N:4]=1.S(Cl)([Cl:23])=O, predict the reaction product. The product is: [Cl:23][CH2:2][C:3]1[N:7]([C:8]2[CH:9]=[C:10]([CH:14]=[C:15]([C:17]([F:20])([F:19])[F:18])[CH:16]=2)[C:11]([NH2:13])=[O:12])[N:6]=[N:5][N:4]=1. (4) Given the reactants S(S([O-])=O)([O-])=O.[Na+].[Na+].O.O1CCOCC1.[C:16]1(=[O:31])[C:29]2[C:20](=[CH:21][C:22]3[C:27]([CH:28]=2)=[CH:26][CH:25]=[CH:24][CH:23]=3)[C:19](=[O:30])[CH:18]=[CH:17]1, predict the reaction product. The product is: [OH:30][C:19]1[C:20]2[C:29](=[CH:28][C:27]3[C:22]([CH:21]=2)=[CH:23][CH:24]=[CH:25][CH:26]=3)[C:16]([OH:31])=[CH:17][CH:18]=1. (5) Given the reactants C(OC([N:8]1[CH2:13][CH2:12][N:11]([C:14]2[C:23]3[C:18](=[CH:19][CH:20]=[CH:21][CH:22]=3)[C:17]([O:24][CH2:25][CH2:26][CH2:27][N:28]3[CH2:33][CH2:32][CH2:31][CH2:30][CH2:29]3)=[CH:16][CH:15]=2)[CH2:10][CH2:9]1)=O)(C)(C)C.FC(F)(F)C(O)=O, predict the reaction product. The product is: [N:28]1([CH2:27][CH2:26][CH2:25][O:24][C:17]2[C:18]3[C:23](=[CH:22][CH:21]=[CH:20][CH:19]=3)[C:14]([N:11]3[CH2:10][CH2:9][NH:8][CH2:13][CH2:12]3)=[CH:15][CH:16]=2)[CH2:33][CH2:32][CH2:31][CH2:30][CH2:29]1. (6) Given the reactants [CH3:1][O:2][C:3]([C:5]1[N:6]=[CH:7][C:8]([N:11]2[CH2:16][CH2:15][N:14](C(OC(C)(C)C)=O)[CH2:13][CH2:12]2)=[N:9][CH:10]=1)=[O:4].[ClH:24], predict the reaction product. The product is: [ClH:24].[CH3:1][O:2][C:3]([C:5]1[N:6]=[CH:7][C:8]([N:11]2[CH2:12][CH2:13][NH:14][CH2:15][CH2:16]2)=[N:9][CH:10]=1)=[O:4].